Dataset: Full USPTO retrosynthesis dataset with 1.9M reactions from patents (1976-2016). Task: Predict the reactants needed to synthesize the given product. (1) Given the product [CH3:1][O:2][C:3]1[CH:8]=[CH:7][C:6]([N:9]([CH3:27])[C:10]([N:12]2[CH2:17][CH2:16][CH:15]([C:18](=[O:26])[C:19]3[CH:24]=[CH:23][C:22]([C:35]4[CH:34]=[N:33][N:32]([CH2:31][CH2:30][O:29][CH3:28])[CH:36]=4)=[CH:21][CH:20]=3)[CH2:14][CH2:13]2)=[O:11])=[CH:5][CH:4]=1, predict the reactants needed to synthesize it. The reactants are: [CH3:1][O:2][C:3]1[CH:8]=[CH:7][C:6]([N:9]([CH3:27])[C:10]([N:12]2[CH2:17][CH2:16][CH:15]([C:18](=[O:26])[C:19]3[CH:24]=[CH:23][C:22](Br)=[CH:21][CH:20]=3)[CH2:14][CH2:13]2)=[O:11])=[CH:5][CH:4]=1.[CH3:28][O:29][CH2:30][CH2:31][N:32]1[CH:36]=[C:35](B2OC(C)(C)C(C)(C)O2)[CH:34]=[N:33]1.C(=O)([O-])[O-].[Cs+].[Cs+].ClCCl. (2) Given the product [CH3:20][O:21][C:22]1[CH:23]=[CH:24][C:25]([N:28]2[CH2:29][CH2:30][N:31]([CH2:34][CH2:35][CH2:36][NH:37][C:17](=[O:19])[CH2:16][N:7]3[C:6]4[N:5]=[CH:4][CH:3]=[C:2]([CH3:1])[C:11]=4[N:10]4[CH:12]=[CH:13][CH:14]=[C:9]4[C:8]3=[O:15])[CH2:32][CH2:33]2)=[CH:26][CH:27]=1, predict the reactants needed to synthesize it. The reactants are: [CH3:1][C:2]1[C:11]2[N:10]3[CH:12]=[CH:13][CH:14]=[C:9]3[C:8](=[O:15])[N:7]([CH2:16][C:17]([OH:19])=O)[C:6]=2[N:5]=[CH:4][CH:3]=1.[CH3:20][O:21][C:22]1[CH:27]=[CH:26][C:25]([N:28]2[CH2:33][CH2:32][N:31]([CH2:34][CH2:35][CH2:36][NH2:37])[CH2:30][CH2:29]2)=[CH:24][CH:23]=1.C(N=C=NC(C)C)(C)C.